Predict the reaction yield, written as a fraction of the theoretical maximum amount of product (1.0 means a 100% yield; for example, 0.34 means a 34% yield). From a dataset of Reaction yield outcomes from USPTO patents with 853,638 reactions. (1) The reactants are [C:1]([O:5][C:6](=[O:30])[NH:7][C@@H:8]([CH2:28][NH2:29])[CH2:9][O:10][Si:11]([C:24]([CH3:27])([CH3:26])[CH3:25])([C:18]1[CH:23]=[CH:22][CH:21]=[CH:20][CH:19]=1)[C:12]1[CH:17]=[CH:16][CH:15]=[CH:14][CH:13]=1)([CH3:4])([CH3:3])[CH3:2].[CH:31]([C:33]1[CH:42]=[CH:41][C:36]([C:37]([O:39][CH3:40])=[O:38])=[CH:35][CH:34]=1)=O.[BH4-].[Na+]. The catalyst is CO.[NH4+].[Cl-]. The product is [CH3:40][O:39][C:37](=[O:38])[C:36]1[CH:41]=[CH:42][C:33]([CH2:31][NH:29][CH2:28][C@H:8]([NH:7][C:6]([O:5][C:1]([CH3:4])([CH3:2])[CH3:3])=[O:30])[CH2:9][O:10][Si:11]([C:24]([CH3:27])([CH3:26])[CH3:25])([C:18]2[CH:23]=[CH:22][CH:21]=[CH:20][CH:19]=2)[C:12]2[CH:13]=[CH:14][CH:15]=[CH:16][CH:17]=2)=[CH:34][CH:35]=1. The yield is 0.760. (2) The reactants are [CH:1]1([C:6]([C:8]2[CH:13]=[C:12]([O:14][CH3:15])[CH:11]=[CH:10][C:9]=2OS(C(F)(F)F)(=O)=O)=[O:7])[CH2:5][CH:4]=[CH:3][CH2:2]1.C(N(C(C)C)CC)(C)C.C([O-])(=O)C.[K+].C1(P(C2C=CC=CC=2)CCCP(C2C=CC=CC=2)C2C=CC=CC=2)C=CC=CC=1. The catalyst is CN(C=O)C.[Cl-].[Na+].O.C([O-])(=O)C.[Pd+2].C([O-])(=O)C. The product is [CH3:15][O:14][C:12]1[CH:11]=[CH:10][C:9]2[CH:4]3[CH2:5][CH:1]([C:6](=[O:7])[C:8]=2[CH:13]=1)[CH:2]=[CH:3]3. The yield is 0.950.